Dataset: Forward reaction prediction with 1.9M reactions from USPTO patents (1976-2016). Task: Predict the product of the given reaction. (1) Given the reactants [CH2:1]([C:8]1[C:9]([NH:21][C:22](=[O:31])[CH2:23][C:24]2[CH:29]=[CH:28][C:27]([OH:30])=[CH:26][CH:25]=2)=[N:10][CH:11]=[C:12]([C:14]2[CH:19]=[CH:18][C:17]([OH:20])=[CH:16][CH:15]=2)[N:13]=1)[C:2]1[CH:7]=[CH:6][CH:5]=[CH:4][CH:3]=1.[C:32](OC(=O)C)(=[O:34])[CH3:33].C(=O)(O)[O-].[Na+].[C:44](OCC)(=[O:46])[CH3:45], predict the reaction product. The product is: [C:32]([O:20][C:17]1[CH:18]=[CH:19][C:14]([C:12]2[N:13]=[C:8]([CH2:1][C:2]3[CH:7]=[CH:6][CH:5]=[CH:4][CH:3]=3)[C:9]([NH:21][C:22](=[O:31])[CH2:23][C:24]3[CH:25]=[CH:26][C:27]([O:30][C:44](=[O:46])[CH3:45])=[CH:28][CH:29]=3)=[N:10][CH:11]=2)=[CH:15][CH:16]=1)(=[O:34])[CH3:33]. (2) Given the reactants [BH4-].[Na+].[F:3][C:4]1[CH:23]=[CH:22][C:7]([C:8]([C:10]2[CH:18]=[CH:17][C:13]([C:14](O)=[O:15])=[CH:12][C:11]=2[C:19](O)=[O:20])=O)=[CH:6][CH:5]=1.S(OC)(OC)(=O)=O.O, predict the reaction product. The product is: [F:3][C:4]1[CH:23]=[CH:22][C:7]([CH:8]2[C:10]3[C:11](=[CH:12][C:13]([CH2:14][OH:15])=[CH:17][CH:18]=3)[CH2:19][O:20]2)=[CH:6][CH:5]=1. (3) The product is: [F:1][C:2]1[CH:7]=[CH:6][C:5]([CH:8]2[C:12]3([CH2:17][CH2:16][CH2:15][N:14]([C:18]([O:20][C:21]([CH3:22])([CH3:24])[CH3:23])=[O:19])[CH2:13]3)[C:11](=[O:25])[N:10]([CH2:29][C:30]3[CH:34]=[C:33]([CH3:35])[O:32][N:31]=3)[CH2:9]2)=[CH:4][CH:3]=1. Given the reactants [F:1][C:2]1[CH:7]=[CH:6][C:5]([CH:8]2[C:12]3([CH2:17][CH2:16][CH2:15][N:14]([C:18]([O:20][C:21]([CH3:24])([CH3:23])[CH3:22])=[O:19])[CH2:13]3)[C:11](=[O:25])[NH:10][CH2:9]2)=[CH:4][CH:3]=1.[H-].[Na+].Br[CH2:29][C:30]1[CH:34]=[C:33]([CH3:35])[O:32][N:31]=1, predict the reaction product.